This data is from Catalyst prediction with 721,799 reactions and 888 catalyst types from USPTO. The task is: Predict which catalyst facilitates the given reaction. (1) Product: [Cl:1][C:2]1[CH:7]=[CH:6][C:5]([C:8]([C:13]2[CH:14]=[C:15]3[C:20](=[CH:21][CH:22]=2)[NH:19][C:18](=[O:23])[CH:17]=[C:16]3[C:24]2[CH:29]=[CH:28][CH:27]=[C:26]([O:30][CH3:31])[CH:25]=2)=[O:9])=[CH:4][CH:3]=1. The catalyst class is: 209. Reactant: [Cl:1][C:2]1[CH:7]=[CH:6][C:5]([C:8]2([C:13]3[CH:14]=[C:15]4[C:20](=[CH:21][CH:22]=3)[NH:19][C:18](=[O:23])[CH:17]=[C:16]4[C:24]3[CH:29]=[CH:28][CH:27]=[C:26]([O:30][CH3:31])[CH:25]=3)OCC[O:9]2)=[CH:4][CH:3]=1. (2) Reactant: [NH2:1][C:2]1[CH:7]=[CH:6][C:5]([N:8]2[CH2:13][CH2:12][N:11]([C:14]([O:16][CH2:17][C:18]3[CH:23]=[CH:22][CH:21]=[CH:20][CH:19]=3)=[O:15])[CH2:10][CH2:9]2)=[CH:4][C:3]=1[CH2:24][S:25]([C:28]1[C:37]2[C:32](=[CH:33][CH:34]=[CH:35][CH:36]=2)[CH:31]=[CH:30][CH:29]=1)(=[O:27])=[O:26].[N:38]([O-])=O.[Na+].C([O-])(O)=O.[Na+]. Product: [C:28]1([S:25]([C:24]2[C:3]3[C:2](=[CH:7][CH:6]=[C:5]([N:8]4[CH2:9][CH2:10][N:11]([C:14]([O:16][CH2:17][C:18]5[CH:19]=[CH:20][CH:21]=[CH:22][CH:23]=5)=[O:15])[CH2:12][CH2:13]4)[CH:4]=3)[NH:1][N:38]=2)(=[O:27])=[O:26])[C:37]2[C:32](=[CH:33][CH:34]=[CH:35][CH:36]=2)[CH:31]=[CH:30][CH:29]=1. The catalyst class is: 209. (3) Reactant: [CH3:1][C:2](=[CH2:20])[CH2:3][O:4][C@H:5]([C@@H:10]([O:15][CH2:16][C:17]([CH3:19])=[CH2:18])[C:11](OC)=[O:12])[C:6](OC)=[O:7].[H-].[H-].[H-].[H-].[Li+].[Al+3]. Product: [CH3:20][C:2](=[CH2:1])[CH2:3][O:4][C@H:5]([C@@H:10]([O:15][CH2:16][C:17]([CH3:19])=[CH2:18])[CH2:11][OH:12])[CH2:6][OH:7]. The catalyst class is: 1. (4) Reactant: Br[C:2]1[CH:7]=[CH:6][C:5]([CH:8]([N:10]2[CH2:24][CH2:23][C:13]3([O:18][CH2:17][C:16](=[O:19])[N:15]([CH:20]4[CH2:22][CH2:21]4)[CH2:14]3)[CH2:12][CH2:11]2)[CH3:9])=[C:4]([F:25])[CH:3]=1.[CH3:26][O:27][C:28]1[CH:33]=[CH:32][C:31](B(O)O)=[CH:30][CH:29]=1.C(=O)([O-])[O-].[K+].[K+]. Product: [CH:20]1([N:15]2[CH2:14][C:13]3([CH2:23][CH2:24][N:10]([CH:8]([C:5]4[CH:6]=[CH:7][C:2]([C:31]5[CH:32]=[CH:33][C:28]([O:27][CH3:26])=[CH:29][CH:30]=5)=[CH:3][C:4]=4[F:25])[CH3:9])[CH2:11][CH2:12]3)[O:18][CH2:17][C:16]2=[O:19])[CH2:22][CH2:21]1. The catalyst class is: 368. (5) Reactant: [Br:1][CH2:2][C:3](Br)=[O:4].[CH2:6]([OH:24])[CH2:7][CH2:8][CH2:9][CH2:10][CH2:11][CH2:12][CH2:13]/[CH:14]=[CH:15]\[CH2:16][CH2:17][CH2:18][CH2:19][CH2:20][CH2:21][CH2:22][CH3:23].C(N(C(C)C)CC)(C)C. Product: [Br:1][CH2:2][C:3]([O:24][CH2:6][CH2:7][CH2:8][CH2:9][CH2:10][CH2:11][CH2:12][CH2:13]/[CH:14]=[CH:15]\[CH2:16][CH2:17][CH2:18][CH2:19][CH2:20][CH2:21][CH2:22][CH3:23])=[O:4]. The catalyst class is: 7. (6) Reactant: [Cl:1][C:2]1[C:3]([N:12]2[CH2:17][CH2:16][N:15]([CH2:18][CH2:19][O:20][C:21]3[CH:26]=[CH:25][CH:24]=[CH:23][CH:22]=3)[CH2:14][CH2:13]2)=[C:4]([N+:9]([O-])=O)[C:5]([NH2:8])=[N:6][CH:7]=1.[CH3:27][N:28]([CH3:37])[C:29]1[CH:36]=[CH:35][C:32]([CH:33]=O)=[CH:31][CH:30]=1.[O-]S(S([O-])=O)=O.[Na+].[Na+]. Product: [Cl:1][C:2]1[C:3]([N:12]2[CH2:17][CH2:16][N:15]([CH2:18][CH2:19][O:20][C:21]3[CH:26]=[CH:25][CH:24]=[CH:23][CH:22]=3)[CH2:14][CH2:13]2)=[C:4]2[N:9]=[C:33]([C:32]3[CH:35]=[CH:36][C:29]([N:28]([CH3:37])[CH3:27])=[CH:30][CH:31]=3)[NH:8][C:5]2=[N:6][CH:7]=1. The catalyst class is: 8. (7) Reactant: FC(F)(F)S([O-])(=O)=O.[CH2:9]([C@@:12]1([CH3:37])[CH2:17][C@H:16]([C:18]2[CH:23]=[CH:22][CH:21]=[C:20]([Cl:24])[CH:19]=2)[C@@H:15]([C:25]2[CH:30]=[CH:29][C:28]([Cl:31])=[CH:27][CH:26]=2)[N+:14]2[C@@H:32]([CH2:35][CH3:36])[CH2:33][O:34][C:13]1=2)[CH:10]=[CH2:11].[CH2:38]([S-:40])[CH3:39].[Na+]. Product: [CH2:9]([C@@:12]1([CH3:37])[CH2:17][C@H:16]([C:18]2[CH:23]=[CH:22][CH:21]=[C:20]([Cl:24])[CH:19]=2)[C@@H:15]([C:25]2[CH:30]=[CH:29][C:28]([Cl:31])=[CH:27][CH:26]=2)[N:14]([C@@H:32]([CH2:35][CH3:36])[CH2:33][S:40][CH2:38][CH3:39])[C:13]1=[O:34])[CH:10]=[CH2:11]. The catalyst class is: 3. (8) Reactant: [CH2:1]([Mg]Br)[CH:2]=[CH2:3].[CH3:6][C:7](=[CH:9][CH2:10][CH2:11][C@@H:12]([CH2:14][CH:15]=[O:16])[CH3:13])[CH3:8]. Product: [CH3:13][CH:12]([CH2:11][CH2:10][CH:9]=[C:7]([CH3:8])[CH3:6])[CH2:14][CH:15]([OH:16])[CH2:3][CH:2]=[CH2:1]. The catalyst class is: 27. (9) Reactant: [Cl-].[NH4+].[Cl:3][C:4]1[C:5]([O:20][C:21]2[CH:22]=[N:23][CH:24]=[CH:25][CH:26]=2)=[C:6]([N+:17]([O-])=O)[CH:7]=[CH:8][C:9]=1[O:10][C:11]1[CH:12]=[N:13][CH:14]=[CH:15][CH:16]=1. Product: [Cl:3][C:4]1[C:5]([O:20][C:21]2[CH:22]=[N:23][CH:24]=[CH:25][CH:26]=2)=[C:6]([CH:7]=[CH:8][C:9]=1[O:10][C:11]1[CH:12]=[N:13][CH:14]=[CH:15][CH:16]=1)[NH2:17]. The catalyst class is: 406.